This data is from Catalyst prediction with 721,799 reactions and 888 catalyst types from USPTO. The task is: Predict which catalyst facilitates the given reaction. (1) Reactant: [Cl:1][C:2]1[CH:10]=[CH:9][C:5]([C:6](Cl)=[O:7])=[CH:4][N:3]=1.[NH:11]1[CH2:16][CH2:15][O:14][CH2:13][CH2:12]1.C(N(CC)CC)C. Product: [Cl:1][C:2]1[N:3]=[CH:4][C:5]([C:6]([N:11]2[CH2:16][CH2:15][O:14][CH2:13][CH2:12]2)=[O:7])=[CH:9][CH:10]=1. The catalyst class is: 4. (2) Reactant: [F:1][C:2]([F:13])([F:12])[C:3]1[C:7]([C:8](Cl)=[O:9])=[CH:6][N:5]([CH3:11])[N:4]=1.[Cl:14][CH:15]([F:27])[C:16]([F:26])([F:25])[O:17][C:18]1[CH:23]=[CH:22][CH:21]=[CH:20][C:19]=1[NH2:24].N1C=CC=CC=1.C(OC)(C)(C)C. Product: [Cl:14][CH:15]([F:27])[C:16]([F:25])([F:26])[O:17][C:18]1[CH:23]=[CH:22][CH:21]=[CH:20][C:19]=1[NH:24][C:8]([C:7]1[C:3]([C:2]([F:13])([F:12])[F:1])=[N:4][N:5]([CH3:11])[CH:6]=1)=[O:9]. The catalyst class is: 11. (3) The catalyst class is: 43. Reactant: [CH3:1][C:2]1[CH2:3][CH2:4][C@@H:5]([C:7]([O:9][CH3:10])=[O:8])[N:6]=1. Product: [CH3:1][C@@H:2]1[NH:6][C@H:5]([C:7]([O:9][CH3:10])=[O:8])[CH2:4][CH2:3]1. (4) Reactant: [NH:1]1[CH:5]=[CH:4][N:3]=[C:2]1[C:6]1[CH2:7][CH2:8][N:9]([C:12]([O:14][C:15]([CH3:18])([CH3:17])[CH3:16])=[O:13])[CH2:10][CH:11]=1. Product: [NH:1]1[CH:5]=[CH:4][N:3]=[C:2]1[CH:6]1[CH2:11][CH2:10][N:9]([C:12]([O:14][C:15]([CH3:18])([CH3:17])[CH3:16])=[O:13])[CH2:8][CH2:7]1. The catalyst class is: 63. (5) Reactant: [C:1]([C:4]1[CH:5]=[C:6]([C:10]#[C:11][C:12]2[C:17]([C:18]([F:21])([F:20])[F:19])=[CH:16][N:15]=[C:14]([NH:22][C:23]3[CH:42]=[CH:41][C:26]([CH2:27][N:28]4[CH2:33][CH2:32][N:31]([C:34]([O:36][C:37]([CH3:40])([CH3:39])[CH3:38])=[O:35])[CH2:30][CH2:29]4)=[CH:25][CH:24]=3)[N:13]=2)[CH:7]=[CH:8][CH:9]=1)(=[O:3])[NH2:2].C(N(CC)CC)C. Product: [C:1]([C:4]1[CH:5]=[C:6]([CH:7]=[CH:8][CH:9]=1)[CH2:10][CH2:11][C:12]1[C:17]([C:18]([F:21])([F:19])[F:20])=[CH:16][N:15]=[C:14]([NH:22][C:23]2[CH:24]=[CH:25][C:26]([CH2:27][N:28]3[CH2:29][CH2:30][N:31]([C:34]([O:36][C:37]([CH3:38])([CH3:39])[CH3:40])=[O:35])[CH2:32][CH2:33]3)=[CH:41][CH:42]=2)[N:13]=1)(=[O:3])[NH2:2]. The catalyst class is: 394.